This data is from Experimentally validated miRNA-target interactions with 360,000+ pairs, plus equal number of negative samples. The task is: Binary Classification. Given a miRNA mature sequence and a target amino acid sequence, predict their likelihood of interaction. (1) The miRNA is cel-miR-272 with sequence UGUAGGCAUGGGUGUUUG. The protein sequence of the target gene is MVAAGAGVTRLLVLLLMVAAAPSRARGSGCRVGASARGTGADGREAEGCGTVALLLEHSFELGDGANFQKRGLLLWNQQDGTLSATQRQLSEEERGRLRDVAAVNGLYRVRVPRRPGTLDGSEAGGHVSSFVPACSLVESHLSDQLTLHVDVAGNVVGLSVVVYPGGCRGSEVEDEDLELFNTSVQLRPPSTAPGPETAAFIERLEMEQAQKAKNPQEQKSFFAKYWMYIIPVVLFLMMSGAPDAGGQGGGGGGGSSR. Result: 0 (no interaction). (2) The protein sequence of the target gene is MAEVGEDSGARALLALRSAPCSPVLCAAAAAAAFPATTSPPPPAQPPPGPPALPAEPGPGPVPSTVATATTTAPALVAAAAASVRQSPGPALARLEGREFEFLMRQPSVTIGRNSSQGSVDLSMGLSSFISRRHLQLSFQEPHFYLRCLGKNGVFVDGAFQRRGAPALQLPQQCTFRFPSTAIKIQFTSLYHKEEAPASPLRPLYPQISPLKIHIPEPDLRSLVSPIPSPTGTISVPNSCPASPRGAGSSSYRFVQNVTSDLQLAAEFAAKAASEQQADASGGDSPKDESKPPYSYAQLI.... The miRNA is mmu-miR-466j with sequence UGUGUGCAUGUGCAUGUGUGUAA. Result: 1 (interaction). (3) The miRNA is hsa-miR-4530 with sequence CCCAGCAGGACGGGAGCG. The protein sequence of the target gene is MPPWAAALALLLAALALLLLRPWKRAVGARTSVRDHEEQEVASGGPADQFSDRREALPGGCSLICKPSALAQCLLRALRRSAALEPSPRSWLSGPHLQTFCHFILPVGPGPELAREYLQLADDGLVALDWVIGPCARGRRVTNPGSLPPVLLVIPNAWGRLTRNVLGLCLLALERGYYPVIFHRRGHHGCPLVSPRLQPFGDPSDLKEAVTYIRFRHPAAPLFAVSEGSGSALLLSYLGECGSSSYVTGAACISPVLRCREWFEAGLPWPYERGFLLHQKISLSRYASALEDTVDTGKLF.... Result: 0 (no interaction). (4) The miRNA is hsa-miR-4775 with sequence UUAAUUUUUUGUUUCGGUCACU. The protein sequence of the target gene is MKVLTPAALILLFFFYTVDARTREYTSVITVPNGGHWGKWGIRQFCHSGYANGFALKVEPSQFGRDDTALNGIRLRCLDGSVIESLVGKWGTWTSFLVCPTGYLVSFSLRSEKSQGGGDDTAANNIQFRCSDEAVLVGDGLSWGRFGPWSKRCKICGLQTKVESPQGLRDDTALNNVRFFCCK. Result: 0 (no interaction).